Predict the reaction yield, written as a fraction of the theoretical maximum amount of product (1.0 means a 100% yield; for example, 0.34 means a 34% yield). From a dataset of Reaction yield outcomes from USPTO patents with 853,638 reactions. (1) The reactants are [F:1][CH:2]([F:23])[O:3][C:4]1[CH:9]=[CH:8][C:7]([C:10]2[CH:11]=[C:12]3[C:16](=[CH:17][CH:18]=2)[C:15](=[O:19])[O:14][CH2:13]3)=[C:6]([OH:20])[C:5]=1[O:21][CH3:22].C(=O)([O-])[O-].[K+].[K+].[CH2:30](I)[CH3:31]. The catalyst is C(#N)C. The product is [F:23][CH:2]([F:1])[O:3][C:4]1[CH:9]=[CH:8][C:7]([C:10]2[CH:11]=[C:12]3[C:16](=[CH:17][CH:18]=2)[C:15](=[O:19])[O:14][CH2:13]3)=[C:6]([O:20][CH2:30][CH3:31])[C:5]=1[O:21][CH3:22]. The yield is 0.580. (2) The reactants are [CH3:1][C:2]1[CH:7]=[CH:6][CH:5]=[C:4]([NH:8][C:9]2[CH:14]=[CH:13][CH:12]=[CH:11][CH:10]=2)[C:3]=1[NH2:15].[C:16]([O:20][C:21]([NH:23][C@H:24]([CH3:28])[C:25](O)=[O:26])=[O:22])([CH3:19])([CH3:18])[CH3:17].C1C=CC2N(O)N=NC=2C=1.CN1CCOCC1.Cl.CN(C)CCCN=C=NCC. The catalyst is C(Cl)Cl. The product is [C:16]([O:20][C:21](=[O:22])[NH:23][C@@H:24]([C:25](=[O:26])[NH:15][C:3]1[C:4]([NH:8][C:9]2[CH:10]=[CH:11][CH:12]=[CH:13][CH:14]=2)=[CH:5][CH:6]=[CH:7][C:2]=1[CH3:1])[CH3:28])([CH3:17])([CH3:18])[CH3:19]. The yield is 0.640.